Dataset: Peptide-MHC class II binding affinity with 134,281 pairs from IEDB. Task: Regression. Given a peptide amino acid sequence and an MHC pseudo amino acid sequence, predict their binding affinity value. This is MHC class II binding data. The peptide sequence is GELQIVNKIDAAFKI. The MHC is DRB1_0802 with pseudo-sequence DRB1_0802. The binding affinity (normalized) is 0.540.